Dataset: NCI-60 drug combinations with 297,098 pairs across 59 cell lines. Task: Regression. Given two drug SMILES strings and cell line genomic features, predict the synergy score measuring deviation from expected non-interaction effect. (1) Drug 1: CC1CCC2CC(C(=CC=CC=CC(CC(C(=O)C(C(C(=CC(C(=O)CC(OC(=O)C3CCCCN3C(=O)C(=O)C1(O2)O)C(C)CC4CCC(C(C4)OC)O)C)C)O)OC)C)C)C)OC. Drug 2: CNC(=O)C1=NC=CC(=C1)OC2=CC=C(C=C2)NC(=O)NC3=CC(=C(C=C3)Cl)C(F)(F)F. Cell line: SK-OV-3. Synergy scores: CSS=11.9, Synergy_ZIP=-4.55, Synergy_Bliss=-2.15, Synergy_Loewe=-88.4, Synergy_HSA=-2.19. (2) Drug 1: CN1CCC(CC1)COC2=C(C=C3C(=C2)N=CN=C3NC4=C(C=C(C=C4)Br)F)OC. Drug 2: CC1=C2C(C(=O)C3(C(CC4C(C3C(C(C2(C)C)(CC1OC(=O)C(C(C5=CC=CC=C5)NC(=O)OC(C)(C)C)O)O)OC(=O)C6=CC=CC=C6)(CO4)OC(=O)C)O)C)O. Cell line: EKVX. Synergy scores: CSS=54.8, Synergy_ZIP=-1.28, Synergy_Bliss=4.91, Synergy_Loewe=6.44, Synergy_HSA=8.82. (3) Drug 1: C(=O)(N)NO. Synergy scores: CSS=0.912, Synergy_ZIP=-0.565, Synergy_Bliss=0.595, Synergy_Loewe=-0.838, Synergy_HSA=-1.54. Cell line: ACHN. Drug 2: CC1=C(C=C(C=C1)C(=O)NC2=CC(=CC(=C2)C(F)(F)F)N3C=C(N=C3)C)NC4=NC=CC(=N4)C5=CN=CC=C5. (4) Drug 1: CC1=C(C=C(C=C1)NC2=NC=CC(=N2)N(C)C3=CC4=NN(C(=C4C=C3)C)C)S(=O)(=O)N.Cl. Drug 2: CCC1(CC2CC(C3=C(CCN(C2)C1)C4=CC=CC=C4N3)(C5=C(C=C6C(=C5)C78CCN9C7C(C=CC9)(C(C(C8N6C)(C(=O)OC)O)OC(=O)C)CC)OC)C(=O)OC)O.OS(=O)(=O)O. Cell line: UACC62. Synergy scores: CSS=38.7, Synergy_ZIP=6.80, Synergy_Bliss=8.66, Synergy_Loewe=-35.3, Synergy_HSA=8.85.